Task: Predict the product of the given reaction.. Dataset: Forward reaction prediction with 1.9M reactions from USPTO patents (1976-2016) (1) The product is: [CH2:8]([C:6]1[CH:7]=[C:2]([N:31]2[CH2:30][C@@H:27]3[C@@H:26]([N:25]([CH:23]([C:17]4[CH:22]=[CH:21][CH:20]=[CH:19][CH:18]=4)[CH3:24])[CH2:29][CH2:28]3)[CH2:32]2)[N:3]=[C:4]([NH2:10])[N:5]=1)[CH3:9]. Given the reactants Cl[C:2]1[CH:7]=[C:6]([CH2:8][CH3:9])[N:5]=[C:4]([NH2:10])[N:3]=1.N1C=CC=CC=1.[C:17]1([CH:23]([N:25]2[CH2:29][CH2:28][CH:27]3[CH2:30][NH:31][CH2:32][CH:26]23)[CH3:24])[CH:22]=[CH:21][CH:20]=[CH:19][CH:18]=1, predict the reaction product. (2) Given the reactants [C:1]([C:3]1[C:4]([CH3:12])=[C:5]([CH:9]=[CH:10][CH:11]=1)[C:6]([OH:8])=O)#[N:2].[F:13][C:14]1([F:32])[CH2:19][CH2:18][C:17]([CH2:30][NH2:31])([C:20]2[CH:21]=[N:22][C:23]([C:26]([F:29])([F:28])[F:27])=[CH:24][CH:25]=2)[CH2:16][CH2:15]1, predict the reaction product. The product is: [C:1]([C:3]1[C:4]([CH3:12])=[C:5]([CH:9]=[CH:10][CH:11]=1)[C:6]([NH:31][CH2:30][C:17]1([C:20]2[CH:21]=[N:22][C:23]([C:26]([F:29])([F:27])[F:28])=[CH:24][CH:25]=2)[CH2:18][CH2:19][C:14]([F:13])([F:32])[CH2:15][CH2:16]1)=[O:8])#[N:2]. (3) Given the reactants C[O:2][C:3](=O)[C:4]1[C:9]([CH3:10])=[CH:8][C:7]([O:11][CH3:12])=[CH:6][C:5]=1[Br:13].C1C(=O)[N:19](Br)C(=O)C1.CC(N=NC(C#N)(C)C)(C#N)C, predict the reaction product. The product is: [Br:13][C:5]1[CH:6]=[C:7]([O:11][CH3:12])[CH:8]=[C:9]2[C:4]=1[C:3](=[O:2])[NH:19][CH2:10]2.